This data is from NCI-60 drug combinations with 297,098 pairs across 59 cell lines. The task is: Regression. Given two drug SMILES strings and cell line genomic features, predict the synergy score measuring deviation from expected non-interaction effect. (1) Drug 1: C1=CC(=CC=C1C#N)C(C2=CC=C(C=C2)C#N)N3C=NC=N3. Drug 2: CC12CCC3C(C1CCC2O)C(CC4=C3C=CC(=C4)O)CCCCCCCCCS(=O)CCCC(C(F)(F)F)(F)F. Cell line: SW-620. Synergy scores: CSS=9.78, Synergy_ZIP=-1.95, Synergy_Bliss=-0.807, Synergy_Loewe=4.75, Synergy_HSA=-0.507. (2) Drug 1: CC1C(C(CC(O1)OC2CC(CC3=C2C(=C4C(=C3O)C(=O)C5=C(C4=O)C(=CC=C5)OC)O)(C(=O)CO)O)N)O.Cl. Drug 2: CC12CCC3C(C1CCC2OP(=O)(O)O)CCC4=C3C=CC(=C4)OC(=O)N(CCCl)CCCl.[Na+]. Cell line: RPMI-8226. Synergy scores: CSS=0.226, Synergy_ZIP=-3.76, Synergy_Bliss=-6.56, Synergy_Loewe=-9.01, Synergy_HSA=-6.09. (3) Drug 1: CN(CC1=CN=C2C(=N1)C(=NC(=N2)N)N)C3=CC=C(C=C3)C(=O)NC(CCC(=O)O)C(=O)O. Drug 2: COC1=NC(=NC2=C1N=CN2C3C(C(C(O3)CO)O)O)N. Cell line: A498. Synergy scores: CSS=5.02, Synergy_ZIP=-1.80, Synergy_Bliss=1.25, Synergy_Loewe=-36.8, Synergy_HSA=-2.15. (4) Drug 1: CC1=CC2C(CCC3(C2CCC3(C(=O)C)OC(=O)C)C)C4(C1=CC(=O)CC4)C. Drug 2: C1CN1P(=S)(N2CC2)N3CC3. Cell line: M14. Synergy scores: CSS=-1.73, Synergy_ZIP=-1.60, Synergy_Bliss=-5.56, Synergy_Loewe=-14.7, Synergy_HSA=-8.26. (5) Drug 1: C1CCC(C1)C(CC#N)N2C=C(C=N2)C3=C4C=CNC4=NC=N3. Drug 2: C(CC(=O)O)C(=O)CN.Cl. Cell line: ACHN. Synergy scores: CSS=1.56, Synergy_ZIP=-1.02, Synergy_Bliss=-0.725, Synergy_Loewe=-4.96, Synergy_HSA=-2.90. (6) Drug 1: C1CC(C1)(C(=O)O)C(=O)O.[NH2-].[NH2-].[Pt+2]. Drug 2: CC12CCC3C(C1CCC2OP(=O)(O)O)CCC4=C3C=CC(=C4)OC(=O)N(CCCl)CCCl.[Na+]. Cell line: SF-268. Synergy scores: CSS=3.41, Synergy_ZIP=0.386, Synergy_Bliss=3.66, Synergy_Loewe=-1.05, Synergy_HSA=2.09.